Dataset: Forward reaction prediction with 1.9M reactions from USPTO patents (1976-2016). Task: Predict the product of the given reaction. (1) Given the reactants [CH3:1][O:2][C:3]1[CH:4]=[CH:5][C:6]2[NH:12][C:11](=[O:13])[N:10]([CH:14]3[CH2:19][CH2:18][N:17]([C:20]4[N:25]=[CH:24][N:23]=[C:22]([C:26](O)=[O:27])[CH:21]=4)[CH2:16][CH2:15]3)[CH2:9][CH2:8][C:7]=2[CH:29]=1.Cl.[CH2:31]1[CH:35]2[CH2:36][CH2:37][CH2:38][CH:34]2[CH2:33][NH:32]1.CN(C(ON1N=NC2C=CC=CC1=2)=[N+](C)C)C.[B-](F)(F)(F)F.C(=O)([O-])O.[Na+], predict the reaction product. The product is: [CH2:31]1[CH:35]2[CH2:36][CH2:37][CH2:38][CH:34]2[CH2:33][N:32]1[C:26]([C:22]1[N:23]=[CH:24][N:25]=[C:20]([N:17]2[CH2:18][CH2:19][CH:14]([N:10]3[CH2:9][CH2:8][C:7]4[CH:29]=[C:3]([O:2][CH3:1])[CH:4]=[CH:5][C:6]=4[NH:12][C:11]3=[O:13])[CH2:15][CH2:16]2)[CH:21]=1)=[O:27]. (2) Given the reactants C([NH:4][CH:5]([C:10]1[CH:15]=[CH:14][CH:13]=[CH:12][CH:11]=1)[CH2:6][C:7]([OH:9])=[O:8])(=O)C.[ClH:16], predict the reaction product. The product is: [ClH:16].[NH2:4][CH:5]([C:10]1[CH:15]=[CH:14][CH:13]=[CH:12][CH:11]=1)[CH2:6][C:7]([OH:9])=[O:8]. (3) Given the reactants [CH3:1][O:2][C:3]1[N:8]=[C:7]([NH2:9])[CH:6]=[CH:5][C:4]=1[C:10]([CH3:12])=[CH2:11].[H][H], predict the reaction product. The product is: [CH:10]([C:4]1[CH:5]=[CH:6][C:7]([NH2:9])=[N:8][C:3]=1[O:2][CH3:1])([CH3:12])[CH3:11]. (4) Given the reactants Cl[C:2]1[N:7]2[N:8]=[CH:9][CH:10]=[C:6]2[N:5]=[C:4]([NH:11][C:12](=[O:23])[C:13]2[CH:18]=[CH:17][C:16]([C:19]([OH:22])([CH3:21])[CH3:20])=[CH:15][CH:14]=2)[CH:3]=1.[NH:24]1[CH2:29][CH2:28][CH:27]([CH2:30][OH:31])[CH2:26][CH2:25]1, predict the reaction product. The product is: [OH:31][CH2:30][CH:27]1[CH2:28][CH2:29][N:24]([C:2]2[N:7]3[N:8]=[CH:9][CH:10]=[C:6]3[N:5]=[C:4]([NH:11][C:12](=[O:23])[C:13]3[CH:18]=[CH:17][C:16]([C:19]([OH:22])([CH3:21])[CH3:20])=[CH:15][CH:14]=3)[CH:3]=2)[CH2:25][CH2:26]1. (5) Given the reactants [C:1]([O:5][C:6]([N:8]1[CH2:13][CH2:12][CH2:11][C@@H:10]([C:14]([OH:16])=O)[CH2:9]1)=[O:7])([CH3:4])([CH3:3])[CH3:2].CN(C(ON1N=NC2C=CC=NC1=2)=[N+](C)C)C.F[P-](F)(F)(F)(F)F.CCN(C(C)C)C(C)C.Cl.[CH2:51]([O:58][C:59](=[O:78])[NH:60][CH2:61][CH2:62][CH2:63][CH2:64][C@H:65]([NH2:77])[C:66]([C:68]1[S:69][C:70]2[CH:76]=[CH:75][CH:74]=[CH:73][C:71]=2[N:72]=1)=[O:67])[C:52]1[CH:57]=[CH:56][CH:55]=[CH:54][CH:53]=1, predict the reaction product. The product is: [C:1]([O:5][C:6]([N:8]1[CH2:13][CH2:12][CH2:11][C@@H:10]([C:14](=[O:16])[NH:77][C@H:65]([C:66]([C:68]2[S:69][C:70]3[CH:76]=[CH:75][CH:74]=[CH:73][C:71]=3[N:72]=2)=[O:67])[CH2:64][CH2:63][CH2:62][CH2:61][NH:60][C:59]([O:58][CH2:51][C:52]2[CH:57]=[CH:56][CH:55]=[CH:54][CH:53]=2)=[O:78])[CH2:9]1)=[O:7])([CH3:2])([CH3:3])[CH3:4]. (6) Given the reactants [O:1]=[C:2]=[N:3]C1CC(C)(C)CC(C)(CN=C=O)C1.[C:17]([O:21]CCO)(=[O:20])[CH:18]=[CH2:19].C1(C=[CH:31][C:29]([OH:30])=CC=1)O, predict the reaction product. The product is: [C:17]([OH:21])(=[O:20])[CH:18]=[CH2:19].[NH2:3][C:2]([O:30][CH2:29][CH3:31])=[O:1].